This data is from Reaction yield outcomes from USPTO patents with 853,638 reactions. The task is: Predict the reaction yield, written as a fraction of the theoretical maximum amount of product (1.0 means a 100% yield; for example, 0.34 means a 34% yield). (1) The reactants are [Cl:1][O-].[Ca+2].Cl[O-].CC(OCC1C2C(=CC=CC=2)C(COC(C)=O)=C2C=1C=CC=C2)=O.[F:30][C:31]([F:45])([F:44])[O:32][C:33]1[CH:34]=[CH:35][CH:36]=[C:37]2[C:42]=1[O:41][CH2:40][CH2:39][C:38]2=[O:43]. The catalyst is O.C(#N)C. The product is [Cl:1][C:35]1[CH:36]=[C:37]2[C:42](=[C:33]([O:32][C:31]([F:30])([F:44])[F:45])[CH:34]=1)[O:41][CH2:40][CH2:39][C:38]2=[O:43]. The yield is 0.870. (2) The reactants are [O:1]=[C:2]1[N:10]2[C@@H:5]([CH2:6][O:7][C@@H:8]([C:11]([OH:13])=O)[CH2:9]2)[CH2:4][CH2:3]1.C(Cl)(=O)OCC(C)C.Cl.[Cl:23][C:24]1[C:25]([CH2:30][NH2:31])=[N:26][CH:27]=[CH:28][N:29]=1.O. The catalyst is C(Cl)Cl. The product is [Cl:23][C:24]1[C:25]([CH2:30][NH:31][C:11]([C@@H:8]2[O:7][CH2:6][C@H:5]3[CH2:4][CH2:3][C:2](=[O:1])[N:10]3[CH2:9]2)=[O:13])=[N:26][CH:27]=[CH:28][N:29]=1. The yield is 0.298. (3) The reactants are ClC1C=CC=C(C(OO)=[O:9])C=1.[Cl:12][C:13]1[C:22]2[C:17](=[C:18]([CH3:25])[C:19]([O:23][CH3:24])=[CH:20][CH:21]=2)[N:16]=[CH:15][CH:14]=1. The catalyst is C(Cl)(Cl)Cl. The product is [Cl:12][C:13]1[C:22]2[C:17](=[C:18]([CH3:25])[C:19]([O:23][CH3:24])=[CH:20][CH:21]=2)[N+:16]([O-:9])=[CH:15][CH:14]=1. The yield is 0.183.